From a dataset of Reaction yield outcomes from USPTO patents with 853,638 reactions. Predict the reaction yield, written as a fraction of the theoretical maximum amount of product (1.0 means a 100% yield; for example, 0.34 means a 34% yield). (1) The yield is 0.480. No catalyst specified. The reactants are [H-].[Na+].[Br:3][C:4]1[C:5]([O:17][CH3:18])=[CH:6][C:7]([CH:14]([CH3:16])[CH3:15])=[C:8]([CH:13]=1)[O:9][CH2:10][C:11]#[N:12].[CH:19]([O:21][CH2:22]C)=O.IC. The product is [Br:3][C:4]1[C:5]([O:17][CH3:18])=[CH:6][C:7]([CH:14]([CH3:16])[CH3:15])=[C:8]([CH:13]=1)[O:9][C:10](=[CH:19][O:21][CH3:22])[C:11]#[N:12]. (2) The reactants are Cl[C:2]1[N:7]=[C:6]([C:8]([F:11])([F:10])[F:9])[CH:5]=[CH:4][N:3]=1.[F-].[K+].C1OCCOCCOCCOCCOCCOC1.[C:32]([N:35]1[C:44]2[C:39](=[CH:40][C:41]([C:45]([NH2:47])=[O:46])=[CH:42][CH:43]=2)[C@H:38]([NH2:48])[C@@H:37]([CH3:49])[C@@H:36]1[CH:50]1[CH2:52][CH2:51]1)(=[O:34])[CH3:33].CCN(C(C)C)C(C)C. The catalyst is CS(C)=O. The product is [C:32]([N:35]1[C:44]2[C:39](=[CH:40][C:41]([C:45]([NH2:47])=[O:46])=[CH:42][CH:43]=2)[C@H:38]([NH:48][C:2]2[N:7]=[C:6]([C:8]([F:11])([F:10])[F:9])[CH:5]=[CH:4][N:3]=2)[C@@H:37]([CH3:49])[C@@H:36]1[CH:50]1[CH2:51][CH2:52]1)(=[O:34])[CH3:33]. The yield is 0.890. (3) The reactants are [Cl:1][C:2]1[N:7]2[N:8]=[C:9]([C:15]3[CH:20]=[CH:19][CH:18]=[C:17]([CH3:21])[CH:16]=3)[C:10]([C:11](=O)[C:12]#[CH:13])=[C:6]2[CH:5]=[CH:4][CH:3]=1.Cl.[CH:23]1([NH:28][C:29]([NH2:31])=[NH:30])[CH2:27][CH2:26][CH2:25][CH2:24]1.C(=O)([O-])[O-].[K+].[K+].CCOCC. The catalyst is CN(C)C=O.O. The product is [Cl:1][C:2]1[N:7]2[N:8]=[C:9]([C:15]3[CH:20]=[CH:19][CH:18]=[C:17]([CH3:21])[CH:16]=3)[C:10]([C:11]3[CH:12]=[CH:13][N:31]=[C:29]([NH:28][CH:23]4[CH2:27][CH2:26][CH2:25][CH2:24]4)[N:30]=3)=[C:6]2[CH:5]=[CH:4][CH:3]=1. The yield is 0.430. (4) The reactants are [CH3:1][C:2]1[NH:3][C:4]([C:10]2[CH:15]=[CH:14][CH:13]=[CH:12][C:11]=2[N+:16]([O-])=O)=[CH:5][C:6]=1[C:7]([NH2:9])=[O:8].[Cl-].[NH4+].C(O)C.O1CCCC1. The catalyst is [Fe].O. The product is [NH2:16][C:11]1[CH:12]=[CH:13][CH:14]=[CH:15][C:10]=1[C:4]1[NH:3][C:2]([CH3:1])=[C:6]([C:7]([NH2:9])=[O:8])[CH:5]=1. The yield is 1.00. (5) The reactants are [CH:1]1([C:6]2[C:14]3[C:9](=[CH:10][C:11]([C:15](OC)=[O:16])=[CH:12][CH:13]=3)[N:8]([CH3:19])[CH:7]=2)[CH2:5][CH2:4][CH2:3][CH2:2]1.[CH3:20][CH:21]([CH3:23])[O-:22].[Li+].O. The catalyst is CC(O)C. The product is [CH:1]1([C:6]2[C:14]3[C:9](=[CH:10][C:11]([C:15]([O:22][CH:21]([CH3:23])[CH3:20])=[O:16])=[CH:12][CH:13]=3)[N:8]([CH3:19])[CH:7]=2)[CH2:2][CH2:3][CH2:4][CH2:5]1. The yield is 0.950. (6) The reactants are [Cl:1][C:2]1[C:3]([OH:14])=[CH:4][CH:5]=[C:6]2[C:11]=1[C:10]([C:12]#[N:13])=[CH:9][CH:8]=[CH:7]2.[Br:15]Br.O. The catalyst is C(O)(=O)C. The product is [Br:15][C:8]1[CH:9]=[C:10]([C:12]#[N:13])[C:11]2[C:6]([CH:7]=1)=[CH:5][CH:4]=[C:3]([OH:14])[C:2]=2[Cl:1]. The yield is 0.560. (7) The reactants are [CH3:1][C:2]1[C:6]([CH2:7][N:8]2[CH:12]=[C:11]([NH:13][CH2:14][C:15]3[CH:22]=[CH:21][CH:20]=[CH:19][C:16]=3[C:17]#N)[CH:10]=[N:9]2)=[C:5]([CH3:23])[O:4][N:3]=1.Cl.C[OH:26]. No catalyst specified. The product is [CH3:1][C:2]1[C:6]([CH2:7][N:8]2[CH:12]=[C:11]([N:13]3[CH2:14][C:15]4[C:16](=[CH:19][CH:20]=[CH:21][CH:22]=4)[C:17]3=[O:26])[CH:10]=[N:9]2)=[C:5]([CH3:23])[O:4][N:3]=1. The yield is 0.500. (8) The reactants are [C:1]1([N:7]2[C:19]3[CH:18]=[CH:17][CH:16]=[CH:15][C:14]=3[C:13]3[C:8]2=[CH:9][CH:10]=[CH:11][CH:12]=3)[CH:6]=[CH:5][CH:4]=[CH:3][CH:2]=1.[Br:20]N1C(=O)CCC1=O. The catalyst is C(O)(=O)C. The product is [Br:20][C:16]1[CH:17]=[CH:18][C:19]2[N:7]([C:1]3[CH:2]=[CH:3][CH:4]=[CH:5][CH:6]=3)[C:8]3[C:13]([C:14]=2[CH:15]=1)=[CH:12][CH:11]=[CH:10][CH:9]=3. The yield is 0.880.